Dataset: Peptide-MHC class II binding affinity with 134,281 pairs from IEDB. Task: Regression. Given a peptide amino acid sequence and an MHC pseudo amino acid sequence, predict their binding affinity value. This is MHC class II binding data. (1) The peptide sequence is QRGNFKGQKRIKCF. The MHC is HLA-DQA10501-DQB10301 with pseudo-sequence HLA-DQA10501-DQB10301. The binding affinity (normalized) is 0.0747. (2) The peptide sequence is RLKGRSCDDWLGGSV. The MHC is H-2-IEd with pseudo-sequence H-2-IEd. The binding affinity (normalized) is 0.134. (3) The peptide sequence is SNLELLRISLLLIQS. The MHC is DRB1_0901 with pseudo-sequence DRB1_0901. The binding affinity (normalized) is 0.248. (4) The peptide sequence is MMGMFNMLSTVLGVS. The MHC is DRB1_1302 with pseudo-sequence DRB1_1302. The binding affinity (normalized) is 0.363. (5) The peptide sequence is SIVYEAADAILHTPGCVPCV. The MHC is DRB1_0404 with pseudo-sequence DRB1_0404. The binding affinity (normalized) is 0.470. (6) The peptide sequence is EGTKVTFHVEKGSNP. The MHC is HLA-DQA10102-DQB10602 with pseudo-sequence HLA-DQA10102-DQB10602. The binding affinity (normalized) is 0.0287.